This data is from Forward reaction prediction with 1.9M reactions from USPTO patents (1976-2016). The task is: Predict the product of the given reaction. (1) Given the reactants [Cl:1][C:2]1[C:10]2[C:5](=[CH:6][CH:7]=[CH:8][CH:9]=2)[NH:4][C:3]=1[C:11]([OH:13])=O.CN(C)C=O.C(Cl)(=O)C(Cl)=O.Cl.[NH2:26][CH2:27][C:28](=[O:30])[CH3:29].C(N(CC)CC)C, predict the reaction product. The product is: [Cl:1][C:2]1[C:10]2[C:5](=[CH:6][CH:7]=[CH:8][CH:9]=2)[NH:4][C:3]=1[C:11](=[O:13])[NH:26][CH2:27][C:28](=[O:30])[CH3:29]. (2) Given the reactants [N:1]1[C:10]2[C:5](=[CH:6][CH:7]=[CH:8][C:9]=2[OH:11])[CH:4]=[CH:3][CH:2]=1.C([O-])([O-])=O.[K+].[K+].[F:18][C:19]([F:32])([F:31])[S:20](O[S:20]([C:19]([F:32])([F:31])[F:18])(=[O:22])=[O:21])(=[O:22])=[O:21], predict the reaction product. The product is: [F:18][C:19]([F:32])([F:31])[S:20]([O:11][C:9]1[CH:8]=[CH:7][CH:6]=[C:5]2[C:10]=1[N:1]=[CH:2][CH:3]=[CH:4]2)(=[O:22])=[O:21]. (3) Given the reactants [C:1]([CH2:3][CH2:4][NH:5][C:6]([CH3:11])([C:8]([OH:10])=[O:9])[CH3:7])#[N:2].O.O.O.O.O.[OH-].C[N+](C)(C)C.[CH3:23][C:24]([O:27][C:28](O[C:28]([O:27][C:24]([CH3:26])([CH3:25])[CH3:23])=[O:29])=[O:29])([CH3:26])[CH3:25], predict the reaction product. The product is: [C:24]([O:27][C:28]([N:5]([CH2:4][CH2:3][C:1]#[N:2])[C:6]([CH3:11])([C:8]([OH:10])=[O:9])[CH3:7])=[O:29])([CH3:26])([CH3:25])[CH3:23]. (4) Given the reactants C[O:2][C:3]1[CH:8]=[CH:7][C:6]([S:9]([C:12]2[C:13]([NH:19][C:20]3[C:25]([CH3:26])=[CH:24][C:23]([CH3:27])=[CH:22][C:21]=3[CH3:28])=[N:14][C:15]([CH3:18])=[N:16][CH:17]=2)(=[O:11])=[O:10])=[CH:5][CH:4]=1.[Li+].[I-].N1C(C)=CC(C)=CC=1C, predict the reaction product. The product is: [CH3:18][C:15]1[N:14]=[C:13]([NH:19][C:20]2[C:25]([CH3:26])=[CH:24][C:23]([CH3:27])=[CH:22][C:21]=2[CH3:28])[C:12]([S:9]([C:6]2[CH:5]=[CH:4][C:3]([OH:2])=[CH:8][CH:7]=2)(=[O:11])=[O:10])=[CH:17][N:16]=1. (5) Given the reactants Cl[CH2:2][C:3]1[O:4][C:5]2[CH:11]=[C:10]([O:12][C:13]3[S:14][C:15]4[C:16]([N:21]=3)=[N:17][CH:18]=[CH:19][CH:20]=4)[CH:9]=[CH:8][C:6]=2[CH:7]=1.CCN(C(C)C)C(C)C.[NH:31]1[CH2:36][CH2:35][O:34][CH2:33][CH2:32]1, predict the reaction product. The product is: [N:31]1([CH2:2][C:3]2[O:4][C:5]3[CH:11]=[C:10]([O:12][C:13]4[S:14][C:15]5[C:16]([N:21]=4)=[N:17][CH:18]=[CH:19][CH:20]=5)[CH:9]=[CH:8][C:6]=3[CH:7]=2)[CH2:36][CH2:35][O:34][CH2:33][CH2:32]1.